This data is from Full USPTO retrosynthesis dataset with 1.9M reactions from patents (1976-2016). The task is: Predict the reactants needed to synthesize the given product. Given the product [NH2:19][CH2:18][C:15]1[CH:16]=[CH:17][C:12]([S:9]([N:8]([CH2:1][C:2]2[CH:3]=[CH:4][CH:5]=[CH:6][CH:7]=2)[C:20]2[C:25]([Cl:26])=[CH:24][C:23]([C:27]([F:30])([F:29])[F:28])=[CH:22][N:21]=2)(=[O:11])=[O:10])=[CH:13][CH:14]=1, predict the reactants needed to synthesize it. The reactants are: [CH2:1]([N:8]([C:20]1[C:25]([Cl:26])=[CH:24][C:23]([C:27]([F:30])([F:29])[F:28])=[CH:22][N:21]=1)[S:9]([C:12]1[CH:17]=[CH:16][C:15]([C:18]#[N:19])=[CH:14][CH:13]=1)(=[O:11])=[O:10])[C:2]1[CH:7]=[CH:6][CH:5]=[CH:4][CH:3]=1.